From a dataset of Experimentally validated miRNA-target interactions with 360,000+ pairs, plus equal number of negative samples. Binary Classification. Given a miRNA mature sequence and a target amino acid sequence, predict their likelihood of interaction. (1) The miRNA is mmu-miR-155-5p with sequence UUAAUGCUAAUUGUGAUAGGGGU. The protein sequence of the target gene is MRKWILTRILPTLLYRSCFHLVCLVGTISLACNDMSPEQTATSVNCSSPERHTRSYDYMEGGDIRVRRLFCRTQWYLRIDKRGKVKGTQEMKNSYNIMEIRTVAVGIVAIKGVESEYYLAMNKEGKLYAKKECNEDCNFKELILENHYNTYASAKWTHSGGEMFVALNQKGIPVKGKKTKKEQKTAHFLPMAIT. Result: 1 (interaction). (2) The miRNA is mmu-miR-3090-5p with sequence GUCUGGGUGGGGCCUGAGAUC. The protein sequence of the target gene is MIWRRAALAGTRLVWSRSGSAGWLDRAAGAAGAAAAAASGMESNTSSSLENLATAPVNQIQETISDNCVVIFSKTSCSYCTMAKKLFHDMNVNYKVVELDLLEYGNQFQDALYKMTGERTVPRIFVNGTFIGGATDTHRLHKEGKLLPLVHQCYLKKSKRKEFQ. Result: 0 (no interaction). (3) The protein sequence of the target gene is MELYETSPYFYQEPHFYDGENYLPVHLQGFEPPGYERTELSLSPEARGPLEEKGLGTPEHCPGQCLPWACKVCKRKSVSVDRRRAATLREKRRLKKVNEAFEALKRSTLLNPNQRLPKVEILRSAIQYIERLQALLSSLNQEERDLRYRGGGGPQPMVPSECNSHSASCSPEWGNALEFGPNPGDHLLAADPTDAHNLHSLTSIVDSITVEDMSVAFPDETMPN. Result: 0 (no interaction). The miRNA is hsa-miR-6818-3p with sequence UUGUCUCUUGUUCCUCACACAG. (4) The miRNA is hsa-miR-423-5p with sequence UGAGGGGCAGAGAGCGAGACUUU. The protein sequence of the target gene is MPIVDKLKEALKPGRKDSAEDGDLGRLLAASAKKVLLQRIEFEPASKSFSYQLESLKSKYVLLSARAEGASRHRSGDELQARKPGTERVSGSGGDGVPAPQKVLFPVERLSLRWERVFRVGAGLHNLGNTCFLNSTIQCLTYTPPLANYLLSKEHARSCHQGGFCMLCLMQNHMVQAFANSGNAIKPVSFIRDLKKIARHFRFGNQEDAHEFLRYTIDAMQKACLNGYAKLDRQTQATTLVHQIFGGYLRSRVKCSVCKSVSDTYDPYLDIALEIRQAANIVRALELFVKSDVLSGENAY.... Result: 0 (no interaction). (5) The miRNA is hsa-miR-3940-3p with sequence CAGCCCGGAUCCCAGCCCACUU. The protein sequence of the target gene is MNGPALQPSSPSSAPSASPAAAPRGWSEFCELHAVAAARELARQYWLFAREHPQHAPLRAELVSLQFTDLFQRYFCREVRDGRAPGRDYRDTGRGPPAKAEASPEPGPGPAAPGLPKARSSEELAPPRPPGPCSFQHFRRSLRHIFRRRSAGELPAAHTAAAPGTPGEAAETPARPGLAKKFLPWSLAREPPPEALKEAVLRYSLADEASMDSGARWQRGRLALRRAPGPDGPDRVLELFDPPKSSRPKLQAACSSIQEVRWCTRLEMPDNLYTFVLKVKDRTDIIFEVGDEQQLNSWMA.... Result: 1 (interaction). (6) The miRNA is mmu-miR-7212-3p with sequence UAACACACACGUCUCCAGGUC. The protein sequence of the target gene is MAVANSSPVNPVVFFDVSIGGQEVGRMKIELFADVVPKTAENFRQFCTGEFRKDGVPIGYKGSTFHRVIKDFMIQGGDFVNGDGTGVASIYRGPFADENFKLRHSAPGLLSMANSGPSTNGCQFFITCSKCDWLDGKHVVFGKIIDGLLVMRKIEFQAPLGKRVQAWTHSLTCPALTGILALILMPTE. Result: 0 (no interaction). (7) The miRNA is hsa-miR-499b-5p with sequence ACAGACUUGCUGUGAUGUUCA. The protein sequence of the target gene is MAGGKQFTFSYENEVCKQDYFIKSPPSQLFSSVTSWKKRFFILSKAGEKSFSLSYYKDHHHRGSIEIDQNSSVEVGISSQEKMQSVQKMFKCHPDEVMSIRTTNREYFLIGHDREKIKDWVSFMSSFRQDIKATQQNTEEELSLGNKRTLFYSSPLLGPSSTSEAVGSSSPRNGLQDKHLMEQSSPGFRQTHLQDLSEATQDVKEENHYLTPRSVLLELDNIIASSDSGESIETDGPDQVSGRIECHYEPMESSFFKETSHESVDSSKEEPQTLPETQDGDLHLQEQGSGIDWCLSPADV.... Result: 0 (no interaction). (8) The miRNA is hsa-miR-219a-2-3p with sequence AGAAUUGUGGCUGGACAUCUGU. The protein sequence of the target gene is MSTRTPLPTVNERDTENHTSHGDGRQEVTSRTSRSGARCRNSIASCADEQPHIGNYRLLKTIGKGNFAKVKLARHILTGREVAIKIIDKTQLNPTSLQKLFREVRIMKILNHPNIVKLFEVIETEKTLYLIMEYASGGEVFDYLVAHGRMKEKEARSKFRQIVSAVQYCHQKRIVHRDLKAENLLLDADMNIKIADFGFSNEFTVGGKLDTFCGSPPYAAPELFQGKKYDGPEVDVWSLGVILYTLVSGSLPFDGQNLKELRERVLRGKYRIPFYMSTDCENLLKRFLVLNPIKRGTLEQ.... Result: 0 (no interaction). (9) The miRNA is hsa-miR-548ar-3p with sequence UAAAACUGCAGUUAUUUUUGC. The protein sequence of the target gene is MDGLEENGSVVQVGDLLPCKICGRTFFPLALKKHGPICQKTATKKRKTFDSSRQRAEGTDIPTVKPLKPRPEPPKKPSNWRRKHEEFIATIRAAKGLDQALKEGGKLPPPPPPSYDPDYIQCPYCQRRFNENAADRHINFCKEQAARISNKGKFSTDSKGKPASRPQYKPSPLKKSNPPGIPSSGSSRLPQPSTTSKTIVGVPTGKASSVNSPLGNKPQTLSPSHRAIAAPQAGANTKARNTTPPSLARNSVAGVLTNKRKTLTENYAARPDGDYTSSVNGGNSKGIEGNSSGHLPKFCH.... Result: 0 (no interaction). (10) The miRNA is mmu-miR-344g-3p with sequence CAGGCUCUAGCCAGGGGCUUGA. The protein sequence of the target gene is MVCGGFSCSKNCLCALNLLYTLVSLLLIGIAAWGIGFGLISSLRVVGVVIAVGIFLFLIALVGLIGAVKHHQVLLFFYMIILLLVFIVQFSVSCACLALNREQQGQLLEVGWNNTASARNDIQRNLNCCGFRSYNPNDTCPASCAKSTQKCSSCAPIIGEYAGEVLRFVGGIGLFFSFTEILGVWLTYRYRNQKDPRANPSAFL. Result: 0 (no interaction).